This data is from NCI-60 drug combinations with 297,098 pairs across 59 cell lines. The task is: Regression. Given two drug SMILES strings and cell line genomic features, predict the synergy score measuring deviation from expected non-interaction effect. (1) Drug 1: CC(CN1CC(=O)NC(=O)C1)N2CC(=O)NC(=O)C2. Drug 2: CC(C)(C#N)C1=CC(=CC(=C1)CN2C=NC=N2)C(C)(C)C#N. Cell line: SNB-75. Synergy scores: CSS=3.32, Synergy_ZIP=-0.792, Synergy_Bliss=0.953, Synergy_Loewe=1.43, Synergy_HSA=1.43. (2) Drug 1: C1CCN(CC1)CCOC2=CC=C(C=C2)C(=O)C3=C(SC4=C3C=CC(=C4)O)C5=CC=C(C=C5)O. Drug 2: CC1=CC2C(CCC3(C2CCC3(C(=O)C)OC(=O)C)C)C4(C1=CC(=O)CC4)C. Cell line: MOLT-4. Synergy scores: CSS=26.6, Synergy_ZIP=11.2, Synergy_Bliss=9.85, Synergy_Loewe=7.34, Synergy_HSA=13.9. (3) Drug 1: CC1C(C(CC(O1)OC2CC(CC3=C2C(=C4C(=C3O)C(=O)C5=C(C4=O)C(=CC=C5)OC)O)(C(=O)C)O)N)O.Cl. Drug 2: C1=NC2=C(N1)C(=S)N=C(N2)N. Cell line: K-562. Synergy scores: CSS=53.8, Synergy_ZIP=-2.71, Synergy_Bliss=-3.68, Synergy_Loewe=-6.06, Synergy_HSA=-2.94.